Task: Predict the reaction yield, written as a fraction of the theoretical maximum amount of product (1.0 means a 100% yield; for example, 0.34 means a 34% yield).. Dataset: Reaction yield outcomes from USPTO patents with 853,638 reactions The reactants are [C:1]([Si:5]([CH3:22])([CH3:21])[O:6][C@H:7]1[CH2:12][CH2:11][C@H:10]([NH:13][C:14](=[O:20])[CH2:15][CH2:16][CH2:17][CH2:18]Cl)[CH2:9][CH2:8]1)([CH3:4])([CH3:3])[CH3:2].[H-].[Na+]. The catalyst is C1COCC1. The product is [C:1]([Si:5]([CH3:22])([CH3:21])[O:6][C@H:7]1[CH2:12][CH2:11][C@H:10]([N:13]2[CH2:18][CH2:17][CH2:16][CH2:15][C:14]2=[O:20])[CH2:9][CH2:8]1)([CH3:4])([CH3:3])[CH3:2]. The yield is 0.740.